Dataset: Reaction yield outcomes from USPTO patents with 853,638 reactions. Task: Predict the reaction yield, written as a fraction of the theoretical maximum amount of product (1.0 means a 100% yield; for example, 0.34 means a 34% yield). (1) The reactants are [Br:1][C:2]1[C:7]2=[N:8][C:9]([C:12]([OH:14])=O)=[CH:10][N:11]=[C:6]2[CH:5]=[N:4][CH:3]=1.C(Cl)(=O)C(Cl)=O.[C:21]1([CH2:27][NH2:28])[CH:26]=[CH:25][CH:24]=[CH:23][CH:22]=1.C(N(CC)CC)C. The catalyst is CN(C)C=O.ClCCl. The product is [CH2:27]([NH:28][C:12]([C:9]1[N:8]=[C:7]2[C:2]([Br:1])=[CH:3][N:4]=[CH:5][C:6]2=[N:11][CH:10]=1)=[O:14])[C:21]1[CH:26]=[CH:25][CH:24]=[CH:23][CH:22]=1. The yield is 0.690. (2) The reactants are [CH3:1][O:2][C:3]1[CH:10]=[C:9]([C:11]([F:14])([F:13])[F:12])[CH:8]=[C:7]([N+]([O-])=O)[C:4]=1[C:5]#[N:6].[OH-:18].[K+]. The catalyst is FC(F)(F)CO.O. The product is [CH3:1][O:2][C:3]1[CH:10]=[C:9]([C:11]([F:14])([F:13])[F:12])[CH:8]=[C:7]([O:18][CH2:9][C:11]([F:14])([F:13])[F:12])[C:4]=1[C:5]#[N:6]. The yield is 0.470. (3) The reactants are [CH3:1][C:2]1[CH:7]=[CH:6][CH:5]=[C:4]([CH3:8])[C:3]=1[N:9]=[C:10]=[O:11].[NH2:12][C:13]1[CH:18]=[C:17]([Cl:19])[C:16]([Cl:20])=[CH:15][C:14]=1[C:21]([NH:23][C@@H:24]([CH:29]1[CH2:34][CH2:33][CH2:32][CH2:31][CH2:30]1)[C:25]([O:27][CH3:28])=[O:26])=[O:22].CCCCCC.C(OCC)(=O)C. The catalyst is N1C=CC=CC=1. The product is [CH:29]1([C@H:24]([NH:23][C:21]([C:14]2[CH:15]=[C:16]([Cl:20])[C:17]([Cl:19])=[CH:18][C:13]=2[NH:12][C:10]([NH:9][C:3]2[C:2]([CH3:1])=[CH:7][CH:6]=[CH:5][C:4]=2[CH3:8])=[O:11])=[O:22])[C:25]([O:27][CH3:28])=[O:26])[CH2:34][CH2:33][CH2:32][CH2:31][CH2:30]1. The yield is 0.820. (4) The reactants are [C:1]([O:4][C:5]1[CH:6]=[C:7]2[C:11](=[CH:12][CH:13]=1)[NH:10][C:9]([C:14]([O:16][CH2:17][CH3:18])=[O:15])=[CH:8]2)(=[O:3])[CH3:2].C(=O)([O-])[O-].[K+].[K+].[I:25]I. The catalyst is O. The product is [C:1]([O:4][C:5]1[CH:6]=[C:7]2[C:11](=[CH:12][CH:13]=1)[NH:10][C:9]([C:14]([O:16][CH2:17][CH3:18])=[O:15])=[C:8]2[I:25])(=[O:3])[CH3:2]. The yield is 0.870.